This data is from Full USPTO retrosynthesis dataset with 1.9M reactions from patents (1976-2016). The task is: Predict the reactants needed to synthesize the given product. (1) Given the product [C:12]1([C:11]2[C:7]3[CH:6]=[CH:5][NH:4][C:3](=[O:2])[C:8]=3[N:9]([C:18]3[CH:22]=[CH:21][S:20][CH:19]=3)[N:10]=2)[CH:13]=[CH:14][CH:15]=[CH:16][CH:17]=1, predict the reactants needed to synthesize it. The reactants are: C[O:2][C:3]1[N:4]=[CH:5][CH:6]=[C:7]2[C:11]([C:12]3[CH:17]=[CH:16][CH:15]=[CH:14][CH:13]=3)=[N:10][N:9]([C:18]3[CH:22]=[CH:21][S:20][CH:19]=3)[C:8]=12.[I-].[Na+].Cl[Si](C)(C)C. (2) Given the product [Cl:1][C:2]1[CH:10]=[C:6]([C:7]([NH:23][N:22]([C:24]2[CH:35]=[CH:34][C:27]([C:28]([O:30][CH2:31][CH:32]=[CH2:33])=[O:29])=[CH:26][CH:25]=2)[CH3:21])=[O:9])[C:5]([O:11][C:12]2[CH:17]=[CH:16][C:15]([F:18])=[C:14]([F:19])[CH:13]=2)=[N:4][CH:3]=1, predict the reactants needed to synthesize it. The reactants are: [Cl:1][C:2]1[CH:3]=[N:4][C:5]([O:11][C:12]2[CH:17]=[CH:16][C:15]([F:18])=[C:14]([F:19])[CH:13]=2)=[C:6]([CH:10]=1)[C:7]([OH:9])=O.Cl.[CH3:21][N:22]([C:24]1[CH:35]=[CH:34][C:27]([C:28]([O:30][CH2:31][CH:32]=[CH2:33])=[O:29])=[CH:26][CH:25]=1)[NH2:23].C1C=CC2N(O)N=NC=2C=1.CCN=C=NCCCN(C)C. (3) Given the product [CH3:33][N:31]([CH3:32])[C:22]1([C:25]2[CH:26]=[CH:27][CH:28]=[CH:29][CH:30]=2)[CH2:23][CH2:24][CH:19]([CH2:18][C:17]([NH:11][C:10]2[CH:12]=[CH:13][C:7]([F:6])=[CH:8][CH:9]=2)=[O:16])[CH2:20][CH2:21]1, predict the reactants needed to synthesize it. The reactants are: C([Li])CCC.[F:6][C:7]1[CH:13]=[CH:12][C:10]([NH2:11])=[CH:9][CH:8]=1.C([O:16][C:17](=O)[CH2:18][CH:19]1[CH2:24][CH2:23][C:22]([N:31]([CH3:33])[CH3:32])([C:25]2[CH:30]=[CH:29][CH:28]=[CH:27][CH:26]=2)[CH2:21][CH2:20]1)C.[Cl-].[NH4+]. (4) Given the product [NH2:43][C:39]1[N:38]=[CH:37][N:36]=[C:35]2[C:40]=1[N:41]=[CH:42][N:34]2[C@H:26]1[C@@H:27]2[O:28][C:29]([CH3:33])([CH3:32])[O:30][C@@H:31]2[C@@H:24]([CH2:23][N:18]([CH2:17][CH2:16][CH2:15][CH2:14][C:13]2[NH:1][C:2]3[CH:7]=[CH:6][C:5]([C:8]([CH3:10])([CH3:9])[CH3:11])=[CH:4][C:3]=3[N:12]=2)[S:19]([CH3:22])(=[O:20])=[O:21])[O:25]1, predict the reactants needed to synthesize it. The reactants are: [NH2:1][C:2]1[CH:7]=[CH:6][C:5]([C:8]([CH3:11])([CH3:10])[CH3:9])=[CH:4][C:3]=1[NH:12][C:13](=O)[CH2:14][CH2:15][CH2:16][CH2:17][N:18]([CH2:23][C@@H:24]1[C@@H:31]2[C@@H:27]([O:28][C:29]([CH3:33])([CH3:32])[O:30]2)[C@H:26]([N:34]2[CH:42]=[N:41][C:40]3[C:35]2=[N:36][CH:37]=[N:38][C:39]=3[NH2:43])[O:25]1)[S:19]([CH3:22])(=[O:21])=[O:20]. (5) Given the product [OH:17][NH:16][CH:5]1[C:4]2[C:12](=[CH:13][C:14]([CH3:15])=[C:2]([OH:1])[C:3]=2[CH3:18])[O:11][C:7]2([CH2:10][CH2:9][CH2:8]2)[CH2:6]1, predict the reactants needed to synthesize it. The reactants are: [OH:1][C:2]1[C:3]([CH3:18])=[C:4]2[C:12](=[CH:13][C:14]=1[CH3:15])[O:11][C:7]1([CH2:10][CH2:9][CH2:8]1)[CH2:6][C:5]2=[N:16][OH:17].Cl.O1CCOCC1.C([O-])(O)=O.[Na+]. (6) The reactants are: [C:1]([O:5][C:6]([N:8]1[CH2:13][C@H:12]([CH3:14])[NH:11][C@H:10]([CH3:15])[CH2:9]1)=[O:7])([CH3:4])([CH3:3])[CH3:2].[CH3:16][C:17]([CH:19]=[CH2:20])=[O:18]. Given the product [C:1]([O:5][C:6]([N:8]1[CH2:13][C@H:12]([CH3:14])[N:11]([CH2:20][CH2:19][C:17](=[O:18])[CH3:16])[C@H:10]([CH3:15])[CH2:9]1)=[O:7])([CH3:4])([CH3:2])[CH3:3], predict the reactants needed to synthesize it.